From a dataset of Forward reaction prediction with 1.9M reactions from USPTO patents (1976-2016). Predict the product of the given reaction. (1) Given the reactants [CH2:1]([O:3][C:4](=[O:24])[NH:5][CH:6]1[CH2:12][CH2:11][CH2:10][CH2:9][N:8]2[C:13](=[O:23])[CH:14]=[C:15]([C:17]3[CH:22]=[CH:21][N:20]=[CH:19][N:18]=3)[N:16]=[C:7]12)[CH3:2].[Br:25]N1C(=O)CCC1=O.C(OOC(=O)C1C=CC=CC=1)(=O)C1C=CC=CC=1, predict the reaction product. The product is: [CH2:1]([O:3][C:4](=[O:24])[NH:5][CH:6]1[CH2:12][CH2:11][CH2:10][CH2:9][N:8]2[C:13](=[O:23])[C:14]([Br:25])=[C:15]([C:17]3[CH:22]=[CH:21][N:20]=[CH:19][N:18]=3)[N:16]=[C:7]12)[CH3:2]. (2) Given the reactants [CH3:1][N:2]1[CH:6]=[CH:5][C:4]([C:7]([OH:9])=O)=[N:3]1.C(Cl)(=O)C([Cl:13])=O, predict the reaction product. The product is: [CH3:1][N:2]1[CH:6]=[CH:5][C:4]([C:7]([Cl:13])=[O:9])=[N:3]1.